The task is: Predict which catalyst facilitates the given reaction.. This data is from Catalyst prediction with 721,799 reactions and 888 catalyst types from USPTO. (1) The catalyst class is: 67. Reactant: COC1C=CC(C[N:10]2[C:15](=[O:16])[CH:14]=[C:13]3[CH2:17][CH2:18][CH2:19][O:20][C:12]3=[N:11]2)=CC=1.C1(OC)C=CC=CC=1. Product: [N:11]1[NH:10][C:15](=[O:16])[CH:14]=[C:13]2[CH2:17][CH2:18][CH2:19][O:20][C:12]=12. (2) Reactant: CS([O:5][CH2:6][CH2:7][CH2:8][C:9]1([OH:12])[CH2:11][CH2:10]1)(=O)=O.[F:13][C:14]1[CH:15]=[C:16]([NH:32][C:33]([C:35]2[C:36](=[O:48])[N:37]([C:42]3[CH:47]=[CH:46][CH:45]=[CH:44][CH:43]=3)[N:38]([CH3:41])[C:39]=2[CH3:40])=[O:34])[CH:17]=[CH:18][C:19]=1[O:20][C:21]1[C:30]2[C:25](=[CH:26][C:27](O)=[CH:28][CH:29]=2)[N:24]=[CH:23][CH:22]=1.C(=O)([O-])[O-].[Cs+].[Cs+]. Product: [F:13][C:14]1[CH:15]=[C:16]([NH:32][C:33]([C:35]2[C:36](=[O:48])[N:37]([C:42]3[CH:47]=[CH:46][CH:45]=[CH:44][CH:43]=3)[N:38]([CH3:41])[C:39]=2[CH3:40])=[O:34])[CH:17]=[CH:18][C:19]=1[O:20][C:21]1[C:30]2[C:25](=[CH:26][C:27]([O:5][CH2:6][CH2:7][CH2:8][C:9]3([OH:12])[CH2:11][CH2:10]3)=[CH:28][CH:29]=2)[N:24]=[CH:23][CH:22]=1. The catalyst class is: 395. (3) Reactant: [CH3:1][N:2]1[CH2:7][CH2:6][N:5]([CH2:8][C:9]2[CH:17]=[CH:16][C:15]3[NH:14][C:13]4[CH2:18][CH2:19][N:20]([C:22]5[N:27]=[CH:26][C:25]([C:28](OC)=[O:29])=[CH:24][N:23]=5)[CH2:21][C:12]=4[C:11]=3[CH:10]=2)[CH2:4][CH2:3]1.C(Cl)Cl.[NH2:35][OH:36].[OH-].[Na+]. Product: [OH:36][NH:35][C:28]([C:25]1[CH:24]=[N:23][C:22]([N:20]2[CH2:19][CH2:18][C:13]3[NH:14][C:15]4[CH:16]=[CH:17][C:9]([CH2:8][N:5]5[CH2:6][CH2:7][N:2]([CH3:1])[CH2:3][CH2:4]5)=[CH:10][C:11]=4[C:12]=3[CH2:21]2)=[N:27][CH:26]=1)=[O:29]. The catalyst class is: 24. (4) Reactant: F[C:2]1[CH:9]=[CH:8][C:5]([CH:6]=[O:7])=[CH:4][CH:3]=1.[Br:10][C:11]1[CH:16]=[CH:15][C:14]([OH:17])=[CH:13][C:12]=1[CH2:18][OH:19].C([O-])([O-])=O.[K+].[K+].CCOC(C)=O. Product: [Br:10][C:11]1[CH:16]=[CH:15][C:14]([O:17][C:2]2[CH:9]=[CH:8][C:5]([CH:6]=[O:7])=[CH:4][CH:3]=2)=[CH:13][C:12]=1[CH2:18][OH:19]. The catalyst class is: 18. (5) Reactant: [Br:1][C:2]1[CH:3]=[C:4](F)[C:5]([C:8]#[N:9])=[N:6][CH:7]=1.[NH:11]1[CH2:16][CH2:15][O:14][CH2:13][CH2:12]1.CCN(C(C)C)C(C)C. The catalyst class is: 47. Product: [Br:1][C:2]1[CH:3]=[C:4]([N:11]2[CH2:16][CH2:15][O:14][CH2:13][CH2:12]2)[C:5]([C:8]#[N:9])=[N:6][CH:7]=1.